This data is from Forward reaction prediction with 1.9M reactions from USPTO patents (1976-2016). The task is: Predict the product of the given reaction. Given the reactants [CH3:1][CH2:2][CH2:3][CH2:4]C=[CH:1][CH2:2][CH2:3][CH2:4]C.[CH2:11]([OH:21])[CH2:12][CH2:13][CH2:14][CH2:15][CH2:16][CH2:17][CH2:18][CH:19]=[CH2:20], predict the reaction product. The product is: [CH2:11]([OH:21])[CH2:12][CH2:13][CH2:14][CH2:15][CH2:16][CH2:17][CH2:18][CH:19]=[CH:20][CH2:1][CH2:2][CH2:3][CH3:4].